Dataset: Reaction yield outcomes from USPTO patents with 853,638 reactions. Task: Predict the reaction yield, written as a fraction of the theoretical maximum amount of product (1.0 means a 100% yield; for example, 0.34 means a 34% yield). (1) The reactants are [C:1]([C:3]1[N:8]=[CH:7][C:6]2[C:9]([C:28]([O:30]C)=O)=[N:10][N:11]([C:12]3[CH:17]=[CH:16][CH:15]=[C:14]([C:18]#[C:19][C@:20]4([OH:27])[CH2:24][CH2:23][N:22]([CH3:25])[C:21]4=[O:26])[CH:13]=3)[C:5]=2[CH:4]=1)#[N:2].[NH3:32]. No catalyst specified. The product is [C:1]([C:3]1[N:8]=[CH:7][C:6]2[C:9]([C:28]([NH2:32])=[O:30])=[N:10][N:11]([C:12]3[CH:17]=[CH:16][CH:15]=[C:14]([C:18]#[C:19][C@:20]4([OH:27])[CH2:24][CH2:23][N:22]([CH3:25])[C:21]4=[O:26])[CH:13]=3)[C:5]=2[CH:4]=1)#[N:2]. The yield is 0.270. (2) The reactants are Cl[C:2]1[C:7]([N+:8]([O-:10])=[O:9])=[CH:6][CH:5]=[CH:4][N:3]=1.[CH3:11][C:12]1([CH3:22])[CH2:16][C:15]2[CH:17]=[CH:18][CH:19]=[C:20]([OH:21])[C:14]=2[O:13]1.C(=O)([O-])[O-].[Cs+].[Cs+]. The catalyst is CN(C=O)C.O. The product is [CH3:11][C:12]1([CH3:22])[CH2:16][C:15]2[CH:17]=[CH:18][CH:19]=[C:20]([O:21][C:2]3[C:7]([N+:8]([O-:10])=[O:9])=[CH:6][CH:5]=[CH:4][N:3]=3)[C:14]=2[O:13]1. The yield is 0.730. (3) The reactants are [CH2:1]([O:3][C:4]([C:6]1[S:15][C:14]2[NH:13][C:12]3[CH:16]=[CH:17][CH:18]=[CH:19][C:11]=3[N:10]=[C:9]([N:20]3[CH2:25][CH2:24][NH:23][C@@H:22]([CH2:26][CH2:27][O:28][CH3:29])[CH2:21]3)[C:8]=2[N:7]=1)=[O:5])[CH3:2].C=O.[C:32](O[BH-](OC(=O)C)OC(=O)C)(=O)C.[Na+]. No catalyst specified. The product is [CH2:1]([O:3][C:4]([C:6]1[S:15][C:14]2[NH:13][C:12]3[CH:16]=[CH:17][CH:18]=[CH:19][C:11]=3[N:10]=[C:9]([N:20]3[CH2:25][CH2:24][N:23]([CH3:32])[C@@H:22]([CH2:26][CH2:27][O:28][CH3:29])[CH2:21]3)[C:8]=2[N:7]=1)=[O:5])[CH3:2]. The yield is 0.900.